From a dataset of Full USPTO retrosynthesis dataset with 1.9M reactions from patents (1976-2016). Predict the reactants needed to synthesize the given product. (1) Given the product [Br:1][C:2]1[CH:3]=[CH:4][C:5]([F:19])=[C:6]([C:8]2[N:17]=[C:16]([NH:20][C:21]3[CH:26]=[CH:25][CH:24]=[CH:23][CH:22]=3)[C:15]3[C:10](=[N:11][CH:12]=[CH:13][N:14]=3)[N:9]=2)[CH:7]=1, predict the reactants needed to synthesize it. The reactants are: [Br:1][C:2]1[CH:3]=[CH:4][C:5]([F:19])=[C:6]([C:8]2[NH:17][C:16](=O)[C:15]3[C:10](=[N:11][CH:12]=[CH:13][N:14]=3)[N:9]=2)[CH:7]=1.[NH2:20][C:21]1[CH:26]=[CH:25][CH:24]=[CH:23][CH:22]=1.C(N(C1C=CN=CC=1)C1C2C(=NC=CN=2)N=C(C2C=C(Br)C=CC=2F)N=1)CCC. (2) Given the product [F:20][C:21]1[CH:22]=[C:23]([C:27]2[S:31][C:30]([CH3:32])=[N:29][C:28]=2[C:33]([N:3]2[CH2:4][C@@H:5]3[C@@H:1]([CH2:6]3)[C@H:2]2[CH2:7][NH:8][C:9]([C:11]2[CH:12]=[CH:13][CH:14]=[C:15]3[O:19][CH:18]=[CH:17][C:16]=23)=[O:10])=[O:34])[CH:24]=[CH:25][CH:26]=1, predict the reactants needed to synthesize it. The reactants are: [C@@H:1]12[CH2:6][C@@H:5]1[CH2:4][NH:3][C@@H:2]2[CH2:7][NH:8][C:9]([C:11]1[CH:12]=[CH:13][CH:14]=[C:15]2[O:19][CH:18]=[CH:17][C:16]=12)=[O:10].[F:20][C:21]1[CH:22]=[C:23]([C:27]2[S:31][C:30]([CH3:32])=[N:29][C:28]=2[C:33](O)=[O:34])[CH:24]=[CH:25][CH:26]=1. (3) Given the product [C:43]([NH:1][C:2]1[CH:33]=[CH:32][C:5]([C:6]([NH:8][C@H:9]2[CH2:14][CH2:13][CH2:12][C@@H:11]([NH:15][C:16]3[N:21]=[C:20]([C:22]4[C:30]5[C:25](=[CH:26][CH:27]=[CH:28][CH:29]=5)[NH:24][CH:23]=4)[C:19]([Cl:31])=[CH:18][N:17]=3)[CH2:10]2)=[O:7])=[CH:4][CH:3]=1)(=[O:46])[CH:44]=[CH2:45], predict the reactants needed to synthesize it. The reactants are: [NH2:1][C:2]1[CH:33]=[CH:32][C:5]([C:6]([NH:8][C@H:9]2[CH2:14][CH2:13][CH2:12][C@@H:11]([NH:15][C:16]3[N:21]=[C:20]([C:22]4[C:30]5[C:25](=[CH:26][CH:27]=[CH:28][CH:29]=5)[NH:24][CH:23]=4)[C:19]([Cl:31])=[CH:18][N:17]=3)[CH2:10]2)=[O:7])=[CH:4][CH:3]=1.CCN(C(C)C)C(C)C.[C:43](Cl)(=[O:46])[CH:44]=[CH2:45]. (4) Given the product [Br:22][C:23]1[CH:28]=[CH:27][C:26]([O:29][C:2]2[CH:7]=[CH:6][C:5]([CH:8]3[C:13](=[O:14])[C:12]([CH3:15])([CH3:16])[O:11][C:10]([CH3:17])([CH3:18])[C:9]3=[O:19])=[C:4]([CH2:20][CH3:21])[CH:3]=2)=[C:25]([F:30])[CH:24]=1, predict the reactants needed to synthesize it. The reactants are: Br[C:2]1[CH:7]=[CH:6][C:5]([CH:8]2[C:13](=[O:14])[C:12]([CH3:16])([CH3:15])[O:11][C:10]([CH3:18])([CH3:17])[C:9]2=[O:19])=[C:4]([CH2:20][CH3:21])[CH:3]=1.[Br:22][C:23]1[CH:28]=[CH:27][C:26]([OH:29])=[C:25]([F:30])[CH:24]=1.C(=O)([O-])[O-].[Cs+].[Cs+].C(OCC)(=O)C. (5) Given the product [NH2:1][CH2:2][C:3]1[CH:4]=[C:5]([NH:14][C:15](=[O:19])[O:16][CH:17]([CH3:21])[CH3:18])[CH:6]=[CH:7][C:8]=1[S:9]([CH2:12][CH3:13])(=[O:11])=[O:10], predict the reactants needed to synthesize it. The reactants are: [NH2:1][CH2:2][C:3]1[CH:4]=[C:5]([NH:14][C:15](=[O:19])[O:16][CH2:17][CH3:18])[CH:6]=[CH:7][C:8]=1[S:9]([CH2:12][CH3:13])(=[O:11])=[O:10].Cl[C:21](OC(C)C)=O.NC1C=CC(S(CC)(=O)=O)=C(C=1)C#N.